From a dataset of Reaction yield outcomes from USPTO patents with 853,638 reactions. Predict the reaction yield, written as a fraction of the theoretical maximum amount of product (1.0 means a 100% yield; for example, 0.34 means a 34% yield). (1) The reactants are Br[C:2]1[C:3]([C:16]2[CH:21]=[CH:20][CH:19]=[CH:18][CH:17]=2)=[N:4][C:5]2[C:10]([N:11]=1)=[CH:9][C:8]([C:12]([O:14]C)=[O:13])=[CH:7][CH:6]=2.[CH3:22][O:23][C:24]1[CH:25]=[C:26](B(O)O)[CH:27]=[CH:28][CH:29]=1. No catalyst specified. The product is [CH3:22][O:23][C:24]1[CH:29]=[C:28]([C:2]2[C:3]([C:16]3[CH:17]=[CH:18][CH:19]=[CH:20][CH:21]=3)=[N:4][C:5]3[C:10]([N:11]=2)=[CH:9][C:8]([C:12]([OH:14])=[O:13])=[CH:7][CH:6]=3)[CH:27]=[CH:26][CH:25]=1. The yield is 0.800. (2) The reactants are [CH2:1]([O:4][C:5]1[CH:12]=[C:11]([F:13])[C:8]([CH2:9][OH:10])=[C:7]([F:14])[CH:6]=1)[CH:2]=[CH2:3].[C:15]([O:19][C:20]([N:22]1[CH2:27][CH2:26][N:25]([C:28](Cl)=[O:29])[C@H:24]([CH2:31][CH3:32])[CH2:23]1)=[O:21])([CH3:18])([CH3:17])[CH3:16]. No catalyst specified. The product is [CH2:1]([O:4][C:5]1[CH:6]=[C:7]([F:14])[C:8]([CH2:9][O:10][C:28]([N:25]2[CH2:26][CH2:27][N:22]([C:20]([O:19][C:15]([CH3:17])([CH3:16])[CH3:18])=[O:21])[CH2:23][C@H:24]2[CH2:31][CH3:32])=[O:29])=[C:11]([F:13])[CH:12]=1)[CH:2]=[CH2:3]. The yield is 0.470. (3) The reactants are [Br:1][C:2]1[CH:3]=[C:4]([C:7]2[CH:11]=[CH:10][NH:9][N:8]=2)[S:5][CH:6]=1.[H-].[Na+].[CH:14](I)([CH3:16])[CH3:15].O. The catalyst is CN(C)C=O.CC(OC)(C)C. The product is [Br:1][C:2]1[CH:3]=[C:4]([C:7]2[CH:11]=[CH:10][N:9]([CH:14]([CH3:16])[CH3:15])[N:8]=2)[S:5][CH:6]=1. The yield is 0.710. (4) The reactants are [F:1][C:2]1[CH:3]=[C:4]2[C:8](=[CH:9][CH:10]=1)[NH:7][C:6](=[O:11])[CH2:5]2.[Li+].C[Si]([N-][Si](C)(C)C)(C)C.C1COCC1.O=[C:28]1[C:36]2[C:31](=[CH:32][C:33]([CH2:37][CH2:38][C:39]([OH:41])=[O:40])=[CH:34][CH:35]=2)[CH2:30][O:29]1.S(=O)(=O)(O)O. The catalyst is C1COCC1.O. The product is [F:1][C:2]1[CH:3]=[C:4]2[C:8](=[CH:9][CH:10]=1)[NH:7][C:6](=[O:11])[C:5]2=[C:28]1[C:36]2[C:31](=[CH:32][C:33]([CH2:37][CH2:38][C:39]([OH:41])=[O:40])=[CH:34][CH:35]=2)[CH2:30][O:29]1. The yield is 0.590. (5) The reactants are C(OC([NH:8][N:9]([CH2:23][CH:24]([OH:41])[CH:25]([NH:33]C(OC(C)(C)C)=O)[CH2:26][C:27]1[CH:32]=[CH:31][CH:30]=[CH:29][CH:28]=1)[CH2:10][C:11]1[CH:16]=[CH:15][C:14]([C:17]2[CH:22]=[CH:21][CH:20]=[CH:19][N:18]=2)=[CH:13][CH:12]=1)=O)(C)(C)C.[ClH:42]. The catalyst is O1CCOCC1. The product is [ClH:42].[ClH:42].[ClH:42].[NH2:33][CH:25]([CH2:26][C:27]1[CH:28]=[CH:29][CH:30]=[CH:31][CH:32]=1)[CH:24]([OH:41])[CH2:23][N:9]([CH2:10][C:11]1[CH:16]=[CH:15][C:14]([C:17]2[CH:22]=[CH:21][CH:20]=[CH:19][N:18]=2)=[CH:13][CH:12]=1)[NH2:8]. The yield is 0.910. (6) The reactants are [I:1][C:2]1[CH:8]=[C:7]([N+:9]([O-:11])=[O:10])[CH:6]=[CH:5][C:3]=1[NH2:4].[Si:12]([O:19][CH2:20][CH:21]=O)([C:15]([CH3:18])([CH3:17])[CH3:16])([CH3:14])[CH3:13].C(O)(C(F)(F)F)=O.[BH3-]C#N.[Na+]. The catalyst is CO. The product is [C:15]([Si:12]([CH3:14])([CH3:13])[O:19][CH2:20][CH2:21][NH:4][C:3]1[CH:5]=[CH:6][C:7]([N+:9]([O-:11])=[O:10])=[CH:8][C:2]=1[I:1])([CH3:18])([CH3:17])[CH3:16]. The yield is 0.250. (7) The reactants are [CH3:1][S:2]([O:5][C@@H:6]([CH2:11][C:12]1[CH:17]=[CH:16][CH:15]=[CH:14][CH:13]=1)[C:7]([O:9]C)=[O:8])(=[O:4])=[O:3]. The catalyst is C1(C)C=CC=CC=1. The product is [CH3:1][S:2]([O:5][C@@H:6]([CH2:11][C:12]1[CH:17]=[CH:16][CH:15]=[CH:14][CH:13]=1)[C:7]([OH:9])=[O:8])(=[O:4])=[O:3]. The yield is 0.940. (8) The reactants are [CH3:1][C:2]1[CH:7]=[CH:6][CH:5]=[C:4]([C:8]#[C:9][Si](C)(C)C)[N:3]=1.C([O-])([O-])=O.[K+].[K+]. The catalyst is CO. The product is [C:8]([C:4]1[CH:5]=[CH:6][CH:7]=[C:2]([CH3:1])[N:3]=1)#[CH:9]. The yield is 0.806. (9) The yield is 0.830. The reactants are [CH2:1]([N:8]1[CH2:14][C:13]2[CH:15]=[C:16]([C:19]([O:21]C(C)(C)C)=O)[CH:17]=[CH:18][C:12]=2[NH:11][C@H:10]([CH2:26][OH:27])[C:9]1=[O:28])[C:2]1[CH:7]=[CH:6][CH:5]=[CH:4][CH:3]=1.[CH3:29][N:30]1[C:38]2[C:33](=[CH:34][CH:35]=[CH:36][CH:37]=2)[CH:32]=[C:31]1[CH2:39][NH:40][CH3:41].CCN(CC)CC.C1C=CC2N(O)N=NC=2C=1.O.CCN=C=NCCCN(C)C.Cl. The product is [CH2:1]([N:8]1[CH2:14][C:13]2[CH:15]=[C:16]([C:19]([N:40]([CH3:41])[CH2:39][C:31]3[N:30]([CH3:29])[C:38]4[C:33]([CH:32]=3)=[CH:34][CH:35]=[CH:36][CH:37]=4)=[O:21])[CH:17]=[CH:18][C:12]=2[NH:11][C@H:10]([CH2:26][OH:27])[C:9]1=[O:28])[C:2]1[CH:3]=[CH:4][CH:5]=[CH:6][CH:7]=1. No catalyst specified. (10) The reactants are [O:1]1[C:5]2[C:6]([C:10]([OH:12])=O)=[CH:7][CH:8]=[CH:9][C:4]=2[CH2:3][CH2:2]1.C(Cl)(=O)C(Cl)=O.Cl.[F:20][C:21]1[CH:26]=[CH:25][C:24]([CH:27]([OH:41])[CH:28]([NH2:40])[CH2:29][C:30]2[CH:35]=[CH:34][C:33]([C:36]([F:39])([F:38])[F:37])=[CH:32][CH:31]=2)=[CH:23][CH:22]=1.C(=O)([O-])O.[Na+]. The catalyst is O1CCCC1.C(OCC)(=O)C.O.CN(C)C=O. The product is [F:20][C:21]1[CH:22]=[CH:23][C:24]([CH:27]([OH:41])[CH:28]([NH:40][C:10]([C:6]2[C:5]3[O:1][CH2:2][CH2:3][C:4]=3[CH:9]=[CH:8][CH:7]=2)=[O:12])[CH2:29][C:30]2[CH:35]=[CH:34][C:33]([C:36]([F:39])([F:38])[F:37])=[CH:32][CH:31]=2)=[CH:25][CH:26]=1. The yield is 0.810.